From a dataset of Full USPTO retrosynthesis dataset with 1.9M reactions from patents (1976-2016). Predict the reactants needed to synthesize the given product. (1) Given the product [CH2:23]([N:17]1[CH2:18][CH2:19][N:20]([CH3:22])[CH2:21][CH:16]1[CH2:15][NH:14][C:6](=[O:11])[C:7]([F:8])([F:9])[F:10])[C:24]1[CH:25]=[CH:26][CH:27]=[CH:28][CH:29]=1, predict the reactants needed to synthesize it. The reactants are: [F:8][C:7]([F:10])([F:9])[C:6](O[C:6](=[O:11])[C:7]([F:10])([F:9])[F:8])=[O:11].[NH2:14][CH2:15][CH:16]1[CH2:21][N:20]([CH3:22])[CH2:19][CH2:18][N:17]1[CH2:23][C:24]1[CH:29]=[CH:28][CH:27]=[CH:26][CH:25]=1.C(N(CC)CC)C. (2) Given the product [C:1]([O:5][C:6]([N:8]([CH2:21][CH3:22])[C:9]1[S:13][CH:12]=[C:11]([C:14]([O:16][CH3:17])=[O:15])[C:10]=1[CH3:18])=[O:7])([CH3:4])([CH3:3])[CH3:2], predict the reactants needed to synthesize it. The reactants are: [C:1]([O:5][C:6]([NH:8][C:9]1[S:13][CH:12]=[C:11]([C:14]([O:16][CH3:17])=[O:15])[C:10]=1[CH3:18])=[O:7])([CH3:4])([CH3:3])[CH3:2].[H-].[Na+].[CH2:21](I)[CH3:22]. (3) Given the product [Cl:8][C:9]1[C:14]([N+:15]([O-:17])=[O:16])=[C:13]([NH:31][CH2:30][CH2:29][O:28][CH2:27][C:24]2[CH:23]=[CH:22][N:21]=[CH:26][CH:25]=2)[C:12]([CH3:19])=[C:11]([CH3:20])[N:10]=1, predict the reactants needed to synthesize it. The reactants are: C(N(CC)CC)C.[Cl:8][C:9]1[C:14]([N+:15]([O-:17])=[O:16])=[C:13](Cl)[C:12]([CH3:19])=[C:11]([CH3:20])[N:10]=1.[N:21]1[CH:26]=[CH:25][C:24]([CH2:27][O:28][CH2:29][CH2:30][NH2:31])=[CH:23][CH:22]=1.O. (4) The reactants are: Br[CH2:2][CH2:3][CH:4]([C:8]1[S:9][C:10]2[CH:17]=[C:16]([C:18]([F:21])([F:20])[F:19])[CH:15]=[CH:14][C:11]=2[C:12]=1[CH3:13])[CH2:5][CH2:6][CH3:7].C(=O)([O-])[O-].[Cs+].[Cs+].[SH:28][C:29]1[CH:34]=[CH:33][C:32]([O:35][CH2:36][C:37]([O:39][CH2:40][CH3:41])=[O:38])=[C:31]([CH3:42])[CH:30]=1. Given the product [CH3:42][C:31]1[CH:30]=[C:29]([S:28][CH2:2][CH2:3][CH:4]([C:8]2[S:9][C:10]3[CH:17]=[C:16]([C:18]([F:21])([F:20])[F:19])[CH:15]=[CH:14][C:11]=3[C:12]=2[CH3:13])[CH2:5][CH2:6][CH3:7])[CH:34]=[CH:33][C:32]=1[O:35][CH2:36][C:37]([O:39][CH2:40][CH3:41])=[O:38], predict the reactants needed to synthesize it. (5) Given the product [Br:1][C:2]1[CH:3]=[N:4][C:5]2[N:6]([N:8]=[C:9]([C:11]([N:13]3[CH2:18][CH2:17][C:16]4[N:19]([C:27]5[NH:26][N:25]=[N:24][N:23]=5)[CH:20]=[CH:21][C:15]=4[CH:14]3[CH3:22])=[O:12])[CH:10]=2)[CH:7]=1, predict the reactants needed to synthesize it. The reactants are: [Br:1][C:2]1[CH:3]=[N:4][C:5]2[N:6]([N:8]=[C:9]([C:11]([N:13]3[CH2:18][CH2:17][C:16]4[NH:19][CH:20]=[CH:21][C:15]=4[CH:14]3[CH3:22])=[O:12])[CH:10]=2)[CH:7]=1.[NH:23]1[CH:27]=[N:26][N:25]=[N:24]1. (6) Given the product [Br:1][C:2]1[C:7]([C:8]([O:10][CH3:11])=[O:9])=[C:6]2[C:5]([NH:15][C:16]([CH3:17])([CH3:18])[C:27](=[O:29])[NH:12]2)=[CH:4][CH:3]=1, predict the reactants needed to synthesize it. The reactants are: [Br:1][C:2]1[C:7]([C:8]([O:10][CH3:11])=[O:9])=[C:6]([N+:12]([O-])=O)[C:5]([NH:15][CH:16]([CH2:18]C(OCC)=O)[CH3:17])=[CH:4][CH:3]=1.[Sn](Cl)Cl.[C:27](OCC)(=[O:29])C.C(=O)([O-])O.[Na+]. (7) Given the product [N:6]1[CH:7]=[CH:8][C:3]([N:15]2[CH2:20][CH2:19][CH:18]([C:21]([O:23][CH2:24][CH3:25])=[O:22])[CH2:17][CH2:16]2)=[N:4][CH:5]=1, predict the reactants needed to synthesize it. The reactants are: Cl.Br[C:3]1[CH:8]=[CH:7][N:6]=[CH:5][N:4]=1.C(=O)([O-])[O-].[Cs+].[Cs+].[NH:15]1[CH2:20][CH2:19][CH:18]([C:21]([O:23][CH2:24][CH3:25])=[O:22])[CH2:17][CH2:16]1. (8) Given the product [OH:12][CH2:11][C:4]1[C:5]2[C:10](=[CH:9][CH:8]=[CH:7][CH:6]=2)[CH:1]=[N:2][CH:3]=1, predict the reactants needed to synthesize it. The reactants are: [CH:1]1[C:10]2[C:5](=[CH:6][CH:7]=[CH:8][CH:9]=2)[C:4]([CH:11]=[O:12])=[CH:3][N:2]=1.B.CSC. (9) Given the product [Br:9][C:10]1[N:11]([CH2:4][C:5]([O:7][CH3:8])=[O:6])[C:12]2[C:17]([C:18]=1[CH:19]1[CH2:24][CH2:23][CH2:22][CH2:21][CH2:20]1)=[CH:16][CH:15]=[C:14]([C:25]([O:27][C:28]([CH3:31])([CH3:30])[CH3:29])=[O:26])[CH:13]=2, predict the reactants needed to synthesize it. The reactants are: [H-].[Na+].Br[CH2:4][C:5]([O:7][CH3:8])=[O:6].[Br:9][C:10]1[NH:11][C:12]2[C:17]([C:18]=1[CH:19]1[CH2:24][CH2:23][CH2:22][CH2:21][CH2:20]1)=[CH:16][CH:15]=[C:14]([C:25]([O:27][C:28]([CH3:31])([CH3:30])[CH3:29])=[O:26])[CH:13]=2.